Dataset: Reaction yield outcomes from USPTO patents with 853,638 reactions. Task: Predict the reaction yield, written as a fraction of the theoretical maximum amount of product (1.0 means a 100% yield; for example, 0.34 means a 34% yield). (1) The reactants are Br[C:2]1[CH:3]=[C:4]([N:8]2[C:12]3[CH2:13][S:14](=[O:18])(=[O:17])[CH2:15][CH2:16][C:11]=3[C:10]([C:19]([NH2:21])=[O:20])=[N:9]2)[CH:5]=[CH:6][CH:7]=1.[C:22]([C@:24]1([OH:31])[CH2:28][CH2:27][N:26]([CH3:29])[C:25]1=[O:30])#[CH:23]. No catalyst specified. The product is [OH:31][C@@:24]1([C:22]#[C:23][C:2]2[CH:3]=[C:4]([N:8]3[C:12]4[CH2:13][S:14](=[O:18])(=[O:17])[CH2:15][CH2:16][C:11]=4[C:10]([C:19]([NH2:21])=[O:20])=[N:9]3)[CH:5]=[CH:6][CH:7]=2)[CH2:28][CH2:27][N:26]([CH3:29])[C:25]1=[O:30]. The yield is 0.200. (2) No catalyst specified. The reactants are [CH:1]1([CH2:4][C@@H:5]2[NH:10][C:9](=[O:11])[C@H:8]([CH2:12][CH:13]([CH3:15])[CH3:14])[NH:7][CH2:6]2)[CH2:3][CH2:2]1.[S:16]1[CH:20]=[CH:19][CH:18]=[C:17]1[C:21]1[O:25][N:24]=[C:23]([C:26](O)=[O:27])[CH:22]=1.C([C@@H]1N(C(=O)/C=C/C2C=CC=CC=2)C[C@H](CC(C)C)NC1=O)C(C)C. The product is [CH:1]1([CH2:4][C@@H:5]2[NH:10][C:9](=[O:11])[C@H:8]([CH2:12][CH:13]([CH3:15])[CH3:14])[N:7]([C:26]([C:23]3[CH:22]=[C:21]([C:17]4[S:16][CH:20]=[CH:19][CH:18]=4)[O:25][N:24]=3)=[O:27])[CH2:6]2)[CH2:2][CH2:3]1. The yield is 0.750. (3) The reactants are Cl[CH:2]([CH:16]1[CH2:20][CH2:19][CH2:18][S:17]1(=[O:22])=[O:21])[C:3]1[CH:8]=[CH:7][C:6]([CH:9]([CH3:15])[C:10]([O:12][CH2:13][CH3:14])=[O:11])=[CH:5][CH:4]=1.N12CCCN=C1CCCCC2. The catalyst is C1C=CC=CC=1. The product is [O:21]=[S:17]1(=[O:22])[CH2:18][CH2:19][CH2:20][C:16]1=[CH:2][C:3]1[CH:8]=[CH:7][C:6]([CH:9]([CH3:15])[C:10]([O:12][CH2:13][CH3:14])=[O:11])=[CH:5][CH:4]=1. The yield is 0.790. (4) The reactants are [C:1]1([N:7]2[CH:11]=[CH:10][C:9]([C:12]([F:15])([F:14])[F:13])=[C:8]2[C:16](OC)=[O:17])[CH:6]=[CH:5][CH:4]=[CH:3][CH:2]=1.[H-].[H-].[H-].[H-].[Li+].[Al+3]. The catalyst is O1CCCC1. The product is [C:1]1([N:7]2[CH:11]=[CH:10][C:9]([C:12]([F:13])([F:14])[F:15])=[C:8]2[CH2:16][OH:17])[CH:2]=[CH:3][CH:4]=[CH:5][CH:6]=1. The yield is 0.660. (5) The reactants are [CH3:1][O-:2].[Na+].[Cl:4][C:5]1[N:10]=[C:9](Cl)[C:8]([Cl:12])=[CH:7][N:6]=1. The catalyst is CO. The product is [Cl:4][C:5]1[N:10]=[C:9]([O:2][CH3:1])[C:8]([Cl:12])=[CH:7][N:6]=1. The yield is 0.570. (6) The reactants are [CH3:1][O:2][C:3]1[C:4]([N+:16]([O-:18])=[O:17])=[C:5]2[C:10](=[CH:11][C:12]=1[O:13][CH3:14])[N:9]=[CH:8][NH:7][C:6]2=O.S(Cl)([Cl:21])=O.[OH:23][C:24]1[CH:25]=[C:26]([CH:28]=[CH:29][C:30]=1[CH3:31])[NH2:27]. The catalyst is CN(C=O)C.CC(O)C. The product is [ClH:21].[CH3:1][O:2][C:3]1[C:4]([N+:16]([O-:18])=[O:17])=[C:5]2[C:10](=[CH:11][C:12]=1[O:13][CH3:14])[N:9]=[CH:8][N:7]=[C:6]2[NH:27][C:26]1[CH:28]=[CH:29][C:30]([CH3:31])=[C:24]([OH:23])[CH:25]=1. The yield is 0.810.